Dataset: Tyrosyl-DNA phosphodiesterase HTS with 341,365 compounds. Task: Binary Classification. Given a drug SMILES string, predict its activity (active/inactive) in a high-throughput screening assay against a specified biological target. (1) The drug is S(=O)(=O)(Nc1ccc(F)cc1)c1c2nsnc2ccc1. The result is 0 (inactive). (2) The result is 0 (inactive). The compound is Fc1c(CN2CC(CCC2=O)C(=O)NCc2nc(ccc2)C)cccc1. (3) The molecule is Clc1cc(NC(=O)N(CCC)CCC)c(OC)cc1. The result is 0 (inactive). (4) The compound is FC(F)(F)C1n2[nH]c(cc2=NC(C1)c1ccc(OC)cc1)C(=O)Nc1ccc(OC)cc1. The result is 0 (inactive). (5) The compound is Fc1cc(Nc2nc3c(c(n2)N)cccc3)ccc1. The result is 0 (inactive). (6) The molecule is OC(CC#CCN1CCCC1)(c1ccccc1)c1ccccc1. The result is 0 (inactive). (7) The drug is Clc1c(C2n3[nH]nnc3=NC(=C2C(OCCCC)=O)C)cccc1. The result is 0 (inactive). (8) The drug is s1c(C(N(CCOC)C(=O)c2occc2)C(=O)NC2CCCC2)ccc1. The result is 0 (inactive). (9) The compound is O(c1cc(/C=C(\NC(=O)c2occc2)C(=O)Nc2ccc(OC)cc2)ccc1OC)C. The result is 0 (inactive).